The task is: Regression. Given a peptide amino acid sequence and an MHC pseudo amino acid sequence, predict their binding affinity value. This is MHC class I binding data.. This data is from Peptide-MHC class I binding affinity with 185,985 pairs from IEDB/IMGT. (1) The peptide sequence is TANNYETIEI. The MHC is HLA-A02:03 with pseudo-sequence HLA-A02:03. The binding affinity (normalized) is 0.388. (2) The peptide sequence is MLYPLLWMF. The MHC is HLA-A24:02 with pseudo-sequence HLA-A24:02. The binding affinity (normalized) is 0.664. (3) The peptide sequence is ELAAEPTEV. The MHC is HLA-A02:01 with pseudo-sequence HLA-A02:01. The binding affinity (normalized) is 0.307.